This data is from Reaction yield outcomes from USPTO patents with 853,638 reactions. The task is: Predict the reaction yield, written as a fraction of the theoretical maximum amount of product (1.0 means a 100% yield; for example, 0.34 means a 34% yield). (1) The reactants are Br[C:2]1[CH:3]=[C:4]([NH:9][S:10]([C:13]2[CH:18]=[CH:17][CH:16]=[C:15]([O:19][CH:20]([F:22])[F:21])[CH:14]=2)(=[O:12])=[O:11])[C:5]([Cl:8])=[N:6][CH:7]=1.[B:23]1([B:23]2[O:27][C:26]([CH3:29])([CH3:28])[C:25]([CH3:31])([CH3:30])[O:24]2)[O:27][C:26]([CH3:29])([CH3:28])[C:25]([CH3:31])([CH3:30])[O:24]1.C([O-])(=O)C.[K+].O1CCOCC1. The catalyst is [Pd+2].ClC1C=C[C-](P(C2C=CC=CC=2)C2C=CC=CC=2)C=1Cl.[C-]1(P(C2C=CC=CC=2)C2C=CC=CC=2)C=CC=C1.[Fe+2].CCOC(C)=O. The product is [Cl:8][C:5]1[C:4]([NH:9][S:10]([C:13]2[CH:18]=[CH:17][CH:16]=[C:15]([O:19][CH:20]([F:22])[F:21])[CH:14]=2)(=[O:12])=[O:11])=[CH:3][C:2]([B:23]2[O:27][C:26]([CH3:29])([CH3:28])[C:25]([CH3:31])([CH3:30])[O:24]2)=[CH:7][N:6]=1. The yield is 0.854. (2) The reactants are Cl[C:2]1[N:7]=[CH:6][C:5]([CH2:8][C:9]2[C:17]3[C:12](=[N:13][CH:14]=[CH:15][CH:16]=3)[N:11]([Si:18]([CH:25]([CH3:27])[CH3:26])([CH:22]([CH3:24])[CH3:23])[CH:19]([CH3:21])[CH3:20])[CH:10]=2)=[CH:4][CH:3]=1.[CH2:28]([NH2:35])[C:29]1[CH:34]=[CH:33][CH:32]=[CH:31][CH:30]=1.CC(C)([O-])C.[K+].C(P(C(C)(C)C)C1C=CC=CC=1C1C=CC=CC=1)(C)(C)C. The catalyst is C([O-])(=O)C.[Pd+2].C([O-])(=O)C.O.C1(C)C=CC=CC=1. The product is [CH2:28]([NH:35][C:2]1[CH:3]=[CH:4][C:5]([CH2:8][C:9]2[C:17]3[C:12](=[N:13][CH:14]=[CH:15][CH:16]=3)[N:11]([Si:18]([CH:25]([CH3:27])[CH3:26])([CH:22]([CH3:24])[CH3:23])[CH:19]([CH3:21])[CH3:20])[CH:10]=2)=[CH:6][N:7]=1)[C:29]1[CH:34]=[CH:33][CH:32]=[CH:31][CH:30]=1. The yield is 0.585. (3) The yield is 0.810. The product is [CH2:15]([O:18][CH:19]1[CH2:20][CH2:21][N:22]([C:25]2[N:29]3[CH:30]=[C:31]([O:12][C@H:5]4[C:6]5[C:11](=[CH:10][CH:9]=[CH:8][CH:7]=5)[C@@H:2]([NH2:1])[CH2:3][CH2:4]4)[CH:32]=[CH:33][C:28]3=[N:27][N:26]=2)[CH2:23][CH2:24]1)[CH:16]=[CH2:17]. The reactants are [NH2:1][C@@H:2]1[C:11]2[C:6](=[CH:7][CH:8]=[CH:9][CH:10]=2)[C@H:5]([OH:12])[CH2:4][CH2:3]1.[H-].[Na+].[CH2:15]([O:18][CH:19]1[CH2:24][CH2:23][N:22]([C:25]2[N:29]3[CH:30]=[C:31](F)[CH:32]=[CH:33][C:28]3=[N:27][N:26]=2)[CH2:21][CH2:20]1)[CH:16]=[CH2:17].CC(O)=O. The catalyst is CN(C=O)C.